This data is from Forward reaction prediction with 1.9M reactions from USPTO patents (1976-2016). The task is: Predict the product of the given reaction. (1) The product is: [CH3:1][O:2][C:3]([C@H:5]1[C@H:9]([C:10]2[CH:15]=[CH:14][CH:13]=[C:12]([Br:16])[CH:11]=2)[CH2:8][NH:7][CH2:6]1)=[O:4]. Given the reactants [CH3:1][O:2][C:3]([C@H:5]1[C@H:9]([C:10]2[CH:15]=[CH:14][CH:13]=[C:12]([Br:16])[CH:11]=2)[CH2:8][N:7](CC2C=CC=CC=2)[CH2:6]1)=[O:4], predict the reaction product. (2) Given the reactants [H-].[H-].[H-].[H-].[Li+].[Al+3].[CH2:7](C(C1C=CC(OCC(OCC)=O)=CC=1)=C(C1C=CC(O)=CC=1)C1C=CC(O)=CC=1)C.[CH2:38]([C:40]([C:58]1[CH:63]=[CH:62][C:61]([O:64][CH2:65][C:66](OCC)=[O:67])=[CH:60][CH:59]=1)=[C:41]([C:50]1[CH:55]=[CH:54][C:53]([O:56][CH3:57])=[CH:52][CH:51]=1)[C:42]1[CH:47]=[CH:46][C:45]([O:48][CH3:49])=[CH:44][CH:43]=1)[CH3:39], predict the reaction product. The product is: [CH3:49][O:48][C:45]1[CH:46]=[CH:47][C:42]([C:41]([C:50]2[CH:51]=[CH:52][C:53]([O:56][CH3:57])=[CH:54][CH:55]=2)=[C:40]([C:58]2[CH:59]=[CH:60][C:61]([O:64][CH2:65][CH2:66][OH:67])=[CH:62][CH:63]=2)[CH2:38][CH2:39][CH3:7])=[CH:43][CH:44]=1. (3) The product is: [C:1]([N:4]1[C:13]2[C:8](=[CH:9][CH:10]=[CH:11][CH:12]=2)/[C:7](=[CH:14]/[NH:22][CH2:23][C:24]2[CH:25]=[CH:26][C:27]([O:31][CH3:32])=[C:28]([OH:30])[CH:29]=2)/[C:6](=[O:17])[N:5]1[C:18](=[O:20])[CH3:19])(=[O:3])[CH3:2]. Given the reactants [C:1]([N:4]1[C:13]2[C:8](=[CH:9][CH:10]=[CH:11][CH:12]=2)[C:7](=[CH:14]OC)[C:6](=[O:17])[N:5]1[C:18](=[O:20])[CH3:19])(=[O:3])[CH3:2].Cl.[NH2:22][CH2:23][C:24]1[CH:25]=[CH:26][C:27]([O:31][CH3:32])=[C:28]([OH:30])[CH:29]=1.C(N(CC)CC)C, predict the reaction product. (4) Given the reactants [CH:1]1([N:6]2[C:15]3[N:14]=[C:13]([N:16]4[CH:20]=[C:19]([C:21]([O:23]C)=[O:22])[N:18]=[CH:17]4)[N:12]=[CH:11][C:10]=3[N:9]3[CH:25]=[N:26][N:27]=[C:8]3[C@H:7]2[CH2:28][CH3:29])[CH2:5][CH2:4][CH2:3][CH2:2]1, predict the reaction product. The product is: [CH:1]1([N:6]2[C:15]3[N:14]=[C:13]([N:16]4[CH:20]=[C:19]([C:21]([OH:23])=[O:22])[N:18]=[CH:17]4)[N:12]=[CH:11][C:10]=3[N:9]3[CH:25]=[N:26][N:27]=[C:8]3[C@H:7]2[CH2:28][CH3:29])[CH2:2][CH2:3][CH2:4][CH2:5]1. (5) Given the reactants [Br:1][C:2]1[CH:3]=[C:4]2[C:9](=[O:10])[O:8][C:6](=[O:7])[C:5]2=[CH:11][CH:12]=1.Cl.[Cl:14][C:15]1[CH:16]=[C:17]2[C:22](=[CH:23][CH:24]=1)[CH:21]=[C:20]([S:25]([N:28]1[CH2:33][CH2:32][NH:31][CH2:30][CH2:29]1)(=[O:27])=[O:26])[CH:19]=[CH:18]2.C(N([CH:40]([CH3:42])[CH3:41])CC)(C)C.Cl.Cl[CH2:45]Cl, predict the reaction product. The product is: [Br:1][C:2]1[CH:12]=[CH:11][C:5]([C:6]([N:31]2[CH2:30][CH2:29][N:28]([S:25]([C:20]3[CH:19]=[CH:18][C:17]4[C:22](=[CH:23][CH:24]=[C:15]([Cl:14])[CH:16]=4)[CH:21]=3)(=[O:26])=[O:27])[CH2:33][CH2:32]2)=[O:7])=[C:4]([C:9]([O:8][C:40]([CH3:42])([CH3:45])[CH3:41])=[O:10])[CH:3]=1.